This data is from Forward reaction prediction with 1.9M reactions from USPTO patents (1976-2016). The task is: Predict the product of the given reaction. (1) Given the reactants O[C:2]1[N:7]=[C:6]([C:8]2[S:9][CH:10]=[C:11]([C:13]([F:16])([F:15])[F:14])[N:12]=2)[NH:5][C:4]([O:18][CH3:19])(O)[CH:3]=1.C(N(CC)C1C=CC=CC=1)C.O=P(Cl)(Cl)[Cl:33], predict the reaction product. The product is: [Cl:33][C:2]1[CH:3]=[C:4]([O:18][CH3:19])[N:5]=[C:6]([C:8]2[S:9][CH:10]=[C:11]([C:13]([F:16])([F:15])[F:14])[N:12]=2)[N:7]=1. (2) Given the reactants [CH2:1]([NH:3][C:4](=[O:17])[C:5]1[CH:10]=[CH:9][C:8]([N+:11]([O-])=O)=[C:7]([NH:14][CH2:15][CH3:16])[CH:6]=1)[CH3:2].C1(C)C=CC(S([O-])(=O)=O)=CC=1.[CH2:29]([N:36]1[C:40](=[O:41])[C:39](=[C:42]2[N:46]([CH3:47])[C:45]3[CH:48]=[CH:49][CH:50]=[CH:51][C:44]=3[S:43]2)[S:38][CH2+:37]1SC)[C:30]1[CH:35]=[CH:34][CH:33]=[CH:32][CH:31]=1, predict the reaction product. The product is: [CH2:29]([N:36]1[C:40](=[O:41])[C:39](=[C:42]2[N:46]([CH3:47])[C:45]3[CH:48]=[CH:49][CH:50]=[CH:51][C:44]=3[S:43]2)[S:38][C:37]1=[N:11][C:8]1[CH:9]=[CH:10][C:5]([C:4]([NH:3][CH2:1][CH3:2])=[O:17])=[CH:6][C:7]=1[NH:14][CH2:15][CH3:16])[C:30]1[CH:31]=[CH:32][CH:33]=[CH:34][CH:35]=1.